Dataset: Full USPTO retrosynthesis dataset with 1.9M reactions from patents (1976-2016). Task: Predict the reactants needed to synthesize the given product. (1) Given the product [Cl:1][C:2]1[CH:7]=[CH:6][NH:5][C:4](=[O:8])[C:3]=1[C:10]1[NH:29][C:13]2=[CH:14][C:15]3[C:16](=[O:28])[N:17]([CH2:23][CH2:24][N:25]([CH3:26])[CH3:27])[C:18](=[O:22])[C:19]=3[C:20]([CH3:21])=[C:12]2[N:11]=1, predict the reactants needed to synthesize it. The reactants are: [Cl:1][C:2]1[CH:7]=[CH:6][N:5]=[C:4]([O:8]C)[C:3]=1[C:10]1[NH:29][C:13]2=[CH:14][C:15]3[C:16](=[O:28])[N:17]([CH2:23][CH2:24][N:25]([CH3:27])[CH3:26])[C:18](=[O:22])[C:19]=3[C:20]([CH3:21])=[C:12]2[N:11]=1.Cl. (2) Given the product [CH3:32][N:33]([CH:2]=[C:3]1[O:7][C:6]2[C:8]([OH:14])=[C:9]([O:12][CH3:13])[CH:10]=[CH:11][C:5]=2[CH:4]1[C:18](=[O:31])[C:19]1[CH:24]=[C:23]([O:25][CH3:26])[C:22]([O:27][CH3:28])=[C:21]([O:29][CH3:30])[CH:20]=1)[CH3:34], predict the reactants needed to synthesize it. The reactants are: Br[CH2:2][C:3]1[O:7][C:6]2[C:8]([O:14]C(=O)C)=[C:9]([O:12][CH3:13])[CH:10]=[CH:11][C:5]=2[C:4]=1[C:18](=[O:31])[C:19]1[CH:24]=[C:23]([O:25][CH3:26])[C:22]([O:27][CH3:28])=[C:21]([O:29][CH3:30])[CH:20]=1.[CH3:32][NH:33][CH3:34]. (3) The reactants are: [CH3:1][S:2][C:3]1[N:4]=[CH:5][C:6]2[CH:12]=[CH:11][C:10](=[O:13])[NH:9][C:7]=2[N:8]=1.[CH2:14](Br)[CH2:15][CH2:16][CH3:17].CN(C)C(=N)N(C)C. Given the product [CH2:14]([N:9]1[C:7]2[N:8]=[C:3]([S:2][CH3:1])[N:4]=[CH:5][C:6]=2[CH:12]=[CH:11][C:10]1=[O:13])[CH2:15][CH2:16][CH3:17], predict the reactants needed to synthesize it. (4) Given the product [NH2:1][C:2](=[O:37])[C@@H:3]([NH:20][C:21]([C:23]1([NH:29][C:30](=[O:36])[O:31][C:32]([CH3:33])([CH3:34])[CH3:35])[CH2:24][CH2:25][O:26][CH2:27][CH2:28]1)=[O:22])[CH2:4][C:5]1[CH:6]=[CH:7][C:8]([C:39]2[CH:40]=[CH:41][C:42]3[O:46][C:45](=[O:47])[N:44]([CH3:48])[C:43]=3[CH:49]=2)=[CH:9][CH:10]=1, predict the reactants needed to synthesize it. The reactants are: [NH2:1][C:2](=[O:37])[C@@H:3]([NH:20][C:21]([C:23]1([NH:29][C:30](=[O:36])[O:31][C:32]([CH3:35])([CH3:34])[CH3:33])[CH2:28][CH2:27][O:26][CH2:25][CH2:24]1)=[O:22])[CH2:4][C:5]1[CH:10]=[CH:9][C:8](B2OC(C)(C)C(C)(C)O2)=[CH:7][CH:6]=1.Br[C:39]1[CH:40]=[CH:41][C:42]2[O:46][C:45](=[O:47])[N:44]([CH3:48])[C:43]=2[CH:49]=1.C(=O)([O-])[O-].[K+].[K+].